This data is from Catalyst prediction with 721,799 reactions and 888 catalyst types from USPTO. The task is: Predict which catalyst facilitates the given reaction. (1) Reactant: C([O:3][C:4]([C:6]1([CH2:19][CH2:20][CH2:21][NH:22][C:23]2[CH:28]=[CH:27][C:26]([Br:29])=[CH:25][C:24]=2[CH3:30])[CH2:11][CH2:10][N:9]([C:12]([O:14][C:15]([CH3:18])([CH3:17])[CH3:16])=[O:13])[CH2:8][CH2:7]1)=O)C.CC([O-])(C)C.[Na+]. Product: [C:15]([O:14][C:12]([N:9]1[CH2:10][CH2:11][C:6]2([C:4](=[O:3])[N:22]([C:23]3[CH:28]=[CH:27][C:26]([Br:29])=[CH:25][C:24]=3[CH3:30])[CH2:21][CH2:20][CH2:19]2)[CH2:7][CH2:8]1)=[O:13])([CH3:16])([CH3:18])[CH3:17]. The catalyst class is: 1. (2) Reactant: Cl[C:2]1[N:11]=[C:10]([NH:12][CH2:13][CH:14]([C:16]2[CH:21]=[CH:20][CH:19]=[CH:18][CH:17]=2)[OH:15])[C:9]2[C:4](=[CH:5][CH:6]=[CH:7][CH:8]=2)[N:3]=1.[CH3:22][C:23]1[C:28](B(O)O)=[CH:27][N:26]2[CH:32]=[CH:33][N:34]=[C:25]2[CH:24]=1.C(NC1C2C(=CC=CC=2)N=C(C2SC3C=CC=CC=3C=2)N=1)(C1C=CC=CC=1)C1C=CC=CC=1. Product: [CH3:22][C:23]1[C:28]([C:2]2[N:11]=[C:10]([NH:12][CH2:13][CH:14]([C:16]3[CH:21]=[CH:20][CH:19]=[CH:18][CH:17]=3)[OH:15])[C:9]3[C:4](=[CH:5][CH:6]=[CH:7][CH:8]=3)[N:3]=2)=[CH:27][N:26]2[CH:32]=[CH:33][N:34]=[C:25]2[CH:24]=1. The catalyst class is: 147. (3) Reactant: [Br:1][C:2]1[CH:10]=[CH:9][C:5]([C:6]([OH:8])=O)=[C:4]([N:11]2[CH2:16][CH2:15][O:14][CH2:13][CH2:12]2)[CH:3]=1.C[N:18]1[CH2:23][CH2:22][O:21][CH2:20][CH2:19]1.CN(C(ON1N=NC2C=CC=NC1=2)=[N+](C)C)C.F[P-](F)(F)(F)(F)F.N1CCOCC1. Product: [Br:1][C:2]1[CH:10]=[CH:9][C:5]([C:6]([N:18]2[CH2:23][CH2:22][O:21][CH2:20][CH2:19]2)=[O:8])=[C:4]([N:11]2[CH2:16][CH2:15][O:14][CH2:13][CH2:12]2)[CH:3]=1. The catalyst class is: 31. (4) Reactant: [CH3:1][O:2][C:3]([C:5]1[C:6]([OH:23])=[C:7]2[C:12](=[CH:13][N:14]=1)[N:11]([CH2:15][CH:16]([CH2:19][CH3:20])[CH2:17][CH3:18])[C:10](=[O:21])[C:9](Br)=[CH:8]2)=[O:4].[C:24]1([Sn](CCCC)(CCCC)CCCC)[CH:29]=[CH:28][CH:27]=[CH:26][CH:25]=1.CCOC(C)=O.Cl. Product: [CH3:1][O:2][C:3]([C:5]1[C:6]([OH:23])=[C:7]2[C:12](=[CH:13][N:14]=1)[N:11]([CH2:15][CH:16]([CH2:19][CH3:20])[CH2:17][CH3:18])[C:10](=[O:21])[C:9]([C:24]1[CH:29]=[CH:28][CH:27]=[CH:26][CH:25]=1)=[CH:8]2)=[O:4]. The catalyst class is: 510. (5) Reactant: Cl.[F:2][C:3]1[CH:8]=[CH:7][C:6](/[CH:9]=[CH:10]/[C:11]2[CH:16]=[CH:15][C:14]([S:17]([C:20]3[CH:21]=[C:22]([NH2:26])[CH:23]=[CH:24][CH:25]=3)(=[O:19])=[O:18])=[CH:13][CH:12]=2)=[CH:5][CH:4]=1.C(N(CC)CC)C.[CH2:34]([N:36]=[C:37]=[O:38])[CH3:35]. Product: [CH2:34]([NH:36][C:37]([NH:26][C:22]1[CH:23]=[CH:24][CH:25]=[C:20]([S:17]([C:14]2[CH:13]=[CH:12][C:11](/[CH:10]=[CH:9]/[C:6]3[CH:5]=[CH:4][C:3]([F:2])=[CH:8][CH:7]=3)=[CH:16][CH:15]=2)(=[O:19])=[O:18])[CH:21]=1)=[O:38])[CH3:35]. The catalyst class is: 7. (6) Reactant: [Cl:1][C:2]1[CH:7]=[C:6]([CH3:8])[CH:5]=[C:4]([CH3:9])[C:3]=1[N:10]1[CH2:15][CH2:14][CH2:13][C:12]2[C:16](=[O:20])[N:17]([CH3:19])[NH:18][C:11]1=2.C1(P(C2C=CC=CC=2)C2C=CC=CC=2)C=CC=CC=1.[CH3:40][CH2:41][CH2:42][CH:43](O)[CH2:44][CH2:45][CH3:46].CCOC(/N=N/C(OCC)=O)=O. Product: [Cl:1][C:2]1[CH:7]=[C:6]([CH3:8])[CH:5]=[C:4]([CH3:9])[C:3]=1[N:10]1[CH2:15][CH2:14][CH2:13][C:12]2=[C:16]([O:20][CH:43]([CH2:44][CH2:45][CH3:46])[CH2:42][CH2:41][CH3:40])[N:17]([CH3:19])[N:18]=[C:11]12. The catalyst class is: 7. (7) The catalyst class is: 69. Reactant: [N+:1]([O-:4])(O)=[O:2].OS(O)(=O)=O.[Cl:10][C:11]1[CH:16]=[CH:15][N:14]=[C:13]([NH2:17])[CH:12]=1. Product: [Cl:10][C:11]1[CH:16]=[CH:15][N:14]=[C:13]([NH2:17])[C:12]=1[N+:1]([O-:4])=[O:2]. (8) Reactant: [C:1]1([C:7]([C:17]2[CH:22]=[CH:21][CH:20]=[CH:19][CH:18]=2)=[CH:8][C:9]2[CH:14]=[C:13]([Br:15])[CH:12]=[C:11](Br)[CH:10]=2)[CH:6]=[CH:5][CH:4]=[CH:3][CH:2]=1.[C:23]1(B(O)O)[CH:28]=[CH:27][CH:26]=[CH:25][CH:24]=1.C(=O)([O-])[O-].[Na+].[Na+]. Product: [C:1]1([C:7]([C:17]2[CH:18]=[CH:19][CH:20]=[CH:21][CH:22]=2)=[CH:8][C:9]2[CH:14]=[C:13]([Br:15])[CH:12]=[C:11]([C:23]3[CH:28]=[CH:27][CH:26]=[CH:25][CH:24]=3)[CH:10]=2)[CH:2]=[CH:3][CH:4]=[CH:5][CH:6]=1. The catalyst class is: 206.